The task is: Predict the reaction yield, written as a fraction of the theoretical maximum amount of product (1.0 means a 100% yield; for example, 0.34 means a 34% yield).. This data is from Reaction yield outcomes from USPTO patents with 853,638 reactions. (1) The reactants are [Cl:1][C:2]1[CH:3]=[CH:4][C:5]([N+:11]([O-:13])=[O:12])=[C:6]([C:8](=O)[CH3:9])[CH:7]=1.[O:14]1[CH2:19][CH2:18][N:17]([S:20]([C:23]2[CH:24]=[C:25]([CH:30]=[CH:31][CH:32]=2)[C:26]([NH:28][NH2:29])=[O:27])(=[O:22])=[O:21])[CH2:16][CH2:15]1. The catalyst is CO.C(O)(=O)C. The product is [Cl:1][C:2]1[CH:3]=[CH:4][C:5]([N+:11]([O-:13])=[O:12])=[C:6](/[C:8](=[N:29]/[NH:28][C:26](=[O:27])[C:25]2[CH:30]=[CH:31][CH:32]=[C:23]([S:20]([N:17]3[CH2:18][CH2:19][O:14][CH2:15][CH2:16]3)(=[O:21])=[O:22])[CH:24]=2)/[CH3:9])[CH:7]=1. The yield is 0.201. (2) The reactants are [F:1][C:2]1[CH:7]=[C:6]([I:8])[CH:5]=[CH:4][C:3]=1[CH3:9].[Br:10]N1C(=O)CCC1=O.N(C(C)(C)C#N)=NC(C)(C)C#N. The catalyst is CC(C)=O. The product is [Br:10][CH2:9][C:3]1[CH:4]=[CH:5][C:6]([I:8])=[CH:7][C:2]=1[F:1].[F:1][C:2]1[CH:7]=[C:6]([I:8])[CH:5]=[CH:4][C:3]=1[CH3:9]. The yield is 0.730. (3) The reactants are [Cl:1][C:2]1[CH:3]=[C:4]([CH:12]([CH2:22][CH:23]2[CH2:27][CH2:26][C:25](=O)[CH2:24]2)[C:13]([NH:15][C:16]2[CH:21]=[N:20][CH:19]=[CH:18][N:17]=2)=[O:14])[CH:5]=[CH:6][C:7]=1[S:8]([CH3:11])(=[O:10])=[O:9].Cl.[NH2:30][OH:31]. The catalyst is CO.N1C=CC=CC=1. The product is [Cl:1][C:2]1[CH:3]=[C:4]([CH:12]([CH2:22][CH:23]2[CH2:27][CH2:26][C:25](=[N:30][OH:31])[CH2:24]2)[C:13]([NH:15][C:16]2[CH:21]=[N:20][CH:19]=[CH:18][N:17]=2)=[O:14])[CH:5]=[CH:6][C:7]=1[S:8]([CH3:11])(=[O:10])=[O:9]. The yield is 0.550. (4) The reactants are [C:1]([Si:5]([O:18][C@@H:19]1[CH2:25][C@H:24](C(C)=C)[CH2:23][C@@H:22]2[C@@:20]1([CH3:29])[O:21]2)([C:12]1[CH:17]=[CH:16][CH:15]=[CH:14][CH:13]=1)[C:6]1[CH:11]=[CH:10][CH:9]=[CH:8][CH:7]=1)([CH3:4])([CH3:3])[CH3:2].C([O-])(O)=[O:31].[Na+].O=[O+][O-].[N+](C1C=CC(C(Cl)=O)=CC=1)([O-])=O.C([O-])([O-])=O.[K+].[K+]. The catalyst is ClCCl.CO.O. The product is [Si:5]([O:18][C@H:19]1[C@@:20]2([CH3:29])[C@H:22]([O:21]2)[CH2:23][C@@H:24]([OH:31])[CH2:25]1)([C:1]([CH3:2])([CH3:4])[CH3:3])([C:6]1[CH:11]=[CH:10][CH:9]=[CH:8][CH:7]=1)[C:12]1[CH:13]=[CH:14][CH:15]=[CH:16][CH:17]=1. The yield is 0.760. (5) The reactants are Cl[C:2]1[N:7]=[C:6]([NH:8][C:9]2[CH:14]=[CH:13][CH:12]=[C:11]([OH:15])[CH:10]=2)[C:5]([F:16])=[CH:4][N:3]=1.[NH2:17][CH2:18][CH2:19][C:20]1[C:28]2[C:23](=[CH:24][CH:25]=[CH:26][CH:27]=2)[NH:22][CH:21]=1. No catalyst specified. The product is [F:16][C:5]1[C:6]([NH:8][C:9]2[CH:14]=[CH:13][CH:12]=[C:11]([OH:15])[CH:10]=2)=[N:7][C:2]([NH:17][CH2:18][CH2:19][C:20]2[C:28]3[C:23](=[CH:24][CH:25]=[CH:26][CH:27]=3)[NH:22][CH:21]=2)=[N:3][CH:4]=1. The yield is 0.530.